This data is from Forward reaction prediction with 1.9M reactions from USPTO patents (1976-2016). The task is: Predict the product of the given reaction. (1) Given the reactants [F:1][C:2]([F:11])([F:10])[C:3]1[CH:8]=[CH:7][C:6]([OH:9])=[CH:5][CH:4]=1.[H-].[Na+].CS([C:17]1[N:18]([C:28]2[CH:33]=[CH:32][C:31]([O:34][CH2:35][C:36]([F:39])([F:38])[F:37])=[CH:30][CH:29]=2)[C:19](=[O:27])[C:20]2[CH2:25][C:24](=[O:26])[NH:23][C:21]=2[N:22]=1)=O.C(O)(=O)CC(CC(O)=O)(C(O)=O)O, predict the reaction product. The product is: [F:39][C:36]([F:37])([F:38])[CH2:35][O:34][C:31]1[CH:32]=[CH:33][C:28]([N:18]2[C:19](=[O:27])[C:20]3[CH2:25][C:24](=[O:26])[NH:23][C:21]=3[N:22]=[C:17]2[O:9][C:6]2[CH:5]=[CH:4][C:3]([C:2]([F:10])([F:11])[F:1])=[CH:8][CH:7]=2)=[CH:29][CH:30]=1. (2) Given the reactants [C:1]([O:5][C:6]([C:8]1[CH:13]=[CH:12][C:11]([C:14]([OH:24])([C:18]2[CH:23]=[CH:22][CH:21]=[CH:20][CH:19]=2)[C:15](O)=[O:16])=[CH:10][CH:9]=1)=[O:7])([CH3:4])([CH3:3])[CH3:2].[C:25]([O:29][C:30]([NH:32][CH2:33][C:34]1[CH:48]=[CH:47][C:46]([Cl:49])=[CH:45][C:35]=1[CH2:36][NH:37][C:38](=[O:44])[C@@H:39]1[CH2:43][CH2:42][CH2:41][NH:40]1)=[O:31])([CH3:28])([CH3:27])[CH3:26].C1C=C2N=NN(O)C2=CC=1.O.C(Cl)CCl.C(N(C(C)C)CC)(C)C, predict the reaction product. The product is: [C:1]([O:5][C:6]([C:8]1[CH:13]=[CH:12][C:11]([C:14]([OH:24])([C:18]2[CH:19]=[CH:20][CH:21]=[CH:22][CH:23]=2)[C:15]([N:40]2[CH2:41][CH2:42][CH2:43][C@H:39]2[C:38]([NH:37][CH2:36][C:35]2[CH:45]=[C:46]([Cl:49])[CH:47]=[CH:48][C:34]=2[CH2:33][NH:32][C:30]([O:29][C:25]([CH3:28])([CH3:26])[CH3:27])=[O:31])=[O:44])=[O:16])=[CH:10][CH:9]=1)=[O:7])([CH3:4])([CH3:2])[CH3:3]. (3) The product is: [CH2:1]([O:8][C:9]1[CH:14]=[CH:13][N:12]([CH2:17][CH2:18][C:19]2[CH:24]=[CH:23][C:22]([CH2:25][OH:26])=[CH:21][CH:20]=2)[C:11](=[O:15])[CH:10]=1)[C:2]1[CH:3]=[CH:4][CH:5]=[CH:6][CH:7]=1. Given the reactants [CH2:1]([O:8][C:9]1[CH:14]=[CH:13][NH:12][C:11](=[O:15])[CH:10]=1)[C:2]1[CH:7]=[CH:6][CH:5]=[CH:4][CH:3]=1.I[CH2:17][CH2:18][C:19]1[CH:24]=[CH:23][C:22]([CH2:25][OH:26])=[CH:21][CH:20]=1.C(=O)([O-])[O-].[Cs+].[Cs+], predict the reaction product. (4) Given the reactants Br[C:2]1[CH:3]=[C:4]([NH:10][C:11]2[CH:15]=[C:14]([CH3:16])[N:13]([CH2:17][CH3:18])[N:12]=2)[C:5](=[O:9])[N:6]([CH3:8])[CH:7]=1.[C:19]([O:22][CH2:23][C:24]1[C:25]([N:33]2[N:42]=[CH:41][C:40]3[C:35](=[C:36]([F:47])[CH:37]=[C:38]([C:43]([CH3:46])([CH3:45])[CH3:44])[CH:39]=3)[C:34]2=[O:48])=[N:26][CH:27]=[CH:28][C:29]=1B(O)O)(=[O:21])[CH3:20].[O-]P([O-])([O-])=O.[K+].[K+].[K+].C([O-])(=O)C.[Na+], predict the reaction product. The product is: [C:19]([O:22][CH2:23][C:24]1[C:25]([N:33]2[N:42]=[CH:41][C:40]3[C:35](=[C:36]([F:47])[CH:37]=[C:38]([C:43]([CH3:45])([CH3:44])[CH3:46])[CH:39]=3)[C:34]2=[O:48])=[N:26][CH:27]=[CH:28][C:29]=1[C:2]1[CH:3]=[C:4]([NH:10][C:11]2[CH:15]=[C:14]([CH3:16])[N:13]([CH2:17][CH3:18])[N:12]=2)[C:5](=[O:9])[N:6]([CH3:8])[CH:7]=1)(=[O:21])[CH3:20]. (5) Given the reactants [C:1]([C:3]1[C:4]([N:16]2[CH2:19][CH:18]([C:20](O)=[O:21])[CH2:17]2)=[N:5][C:6]([O:14][CH3:15])=[C:7]([C:9]([O:11][CH2:12][CH3:13])=[O:10])[CH:8]=1)#[N:2].[Cl:23][C:24]1[CH:29]=[C:28]([Cl:30])[CH:27]=[CH:26][C:25]=1[CH2:31][S:32]([NH2:35])(=[O:34])=[O:33], predict the reaction product. The product is: [CH2:12]([O:11][C:9](=[O:10])[C:7]1[CH:8]=[C:3]([C:1]#[N:2])[C:4]([N:16]2[CH2:19][CH:18]([C:20](=[O:21])[NH:35][S:32]([CH2:31][C:25]3[CH:26]=[CH:27][C:28]([Cl:30])=[CH:29][C:24]=3[Cl:23])(=[O:33])=[O:34])[CH2:17]2)=[N:5][C:6]=1[O:14][CH3:15])[CH3:13]. (6) Given the reactants [CH3:1][C:2]1[C:10]2[C:5](=[CH:6][CH:7]=[C:8]([C:11]3[O:15][CH:14]=[N:13][CH:12]=3)[CH:9]=2)[NH:4][N:3]=1.C[Si]([N-][Si](C)(C)C)(C)C.[Li+].[I:26]CCI.S([O-])([O-])(=O)=S.[Na+].[Na+], predict the reaction product. The product is: [I:26][C:14]1[O:15][C:11]([C:8]2[CH:9]=[C:10]3[C:5](=[CH:6][CH:7]=2)[NH:4][N:3]=[C:2]3[CH3:1])=[CH:12][N:13]=1. (7) Given the reactants Br[C:2]1[CH:7]=[CH:6][C:5]([F:8])=[CH:4][C:3]=1[CH2:9][CH2:10][S:11]([NH:14][C:15]1[CH:20]=[CH:19][CH:18]=[CH:17][C:16]=1[F:21])(=[O:13])=[O:12].C([O-])(=O)C.[Cs+], predict the reaction product. The product is: [F:8][C:5]1[CH:6]=[CH:7][C:2]2[N:14]([C:15]3[CH:20]=[CH:19][CH:18]=[CH:17][C:16]=3[F:21])[S:11](=[O:13])(=[O:12])[CH2:10][CH2:9][C:3]=2[CH:4]=1. (8) Given the reactants [Cl:1][C:2]1[CH:7]=[CH:6][C:5]([CH:8]2[C:15]3[C:11](=[N:12][N:13](CC4C=CC(OC)=CC=4)[C:14]=3[CH3:16])[C:10](=[O:26])[N:9]2[C:27]2[CH:32]=[CH:31][C:30](=[O:33])[N:29]([CH3:34])[CH:28]=2)=[CH:4][CH:3]=1.C(O)(C(F)(F)F)=O, predict the reaction product. The product is: [Cl:1][C:2]1[CH:7]=[CH:6][C:5]([CH:8]2[C:15]3[C:11](=[N:12][NH:13][C:14]=3[CH3:16])[C:10](=[O:26])[N:9]2[C:27]2[CH:32]=[CH:31][C:30](=[O:33])[N:29]([CH3:34])[CH:28]=2)=[CH:4][CH:3]=1. (9) The product is: [CH3:14][C:12]1[O:11][N:10]=[C:9]([CH2:8][O:7][CH:6]2[C:2](=[O:1])[CH2:3][N:4]([C:15](=[O:34])[C@H:16]([CH2:30][CH:31]([CH3:32])[CH3:33])[NH:17][C:18]([C:20]3[CH:29]=[CH:28][C:27]4[C:22](=[CH:23][CH:24]=[CH:25][CH:26]=4)[N:21]=3)=[O:19])[CH2:5]2)[CH:13]=1. Given the reactants [OH:1][CH:2]1[CH:6]([O:7][CH2:8][C:9]2[CH:13]=[C:12]([CH3:14])[O:11][N:10]=2)[CH2:5][N:4]([C:15](=[O:34])[C@H:16]([CH2:30][CH:31]([CH3:33])[CH3:32])[NH:17][C:18]([C:20]2[CH:29]=[CH:28][C:27]3[C:22](=[CH:23][CH:24]=[CH:25][CH:26]=3)[N:21]=2)=[O:19])[CH2:3]1.CC(OI1(OC(C)=O)(OC(C)=O)OC(=O)C2C=CC=CC1=2)=O.CCCCCC.C(OCC)(=O)C, predict the reaction product.